From a dataset of Merck oncology drug combination screen with 23,052 pairs across 39 cell lines. Regression. Given two drug SMILES strings and cell line genomic features, predict the synergy score measuring deviation from expected non-interaction effect. (1) Drug 1: CCc1c2c(nc3ccc(O)cc13)-c1cc3c(c(=O)n1C2)COC(=O)C3(O)CC. Drug 2: CCc1cnn2c(NCc3ccc[n+]([O-])c3)cc(N3CCCCC3CCO)nc12. Cell line: ZR751. Synergy scores: synergy=-4.20. (2) Drug 1: N.N.O=C(O)C1(C(=O)O)CCC1.[Pt]. Drug 2: CC(C)CC(NC(=O)C(Cc1ccccc1)NC(=O)c1cnccn1)B(O)O. Cell line: UWB1289. Synergy scores: synergy=-36.0. (3) Drug 1: CC(C)CC(NC(=O)C(Cc1ccccc1)NC(=O)c1cnccn1)B(O)O. Drug 2: CCc1c2c(nc3ccc(O)cc13)-c1cc3c(c(=O)n1C2)COC(=O)C3(O)CC. Cell line: ZR751. Synergy scores: synergy=1.97. (4) Drug 2: CCc1c2c(nc3ccc(O)cc13)-c1cc3c(c(=O)n1C2)COC(=O)C3(O)CC. Drug 1: NC1(c2ccc(-c3nc4ccn5c(=O)[nH]nc5c4cc3-c3ccccc3)cc2)CCC1. Synergy scores: synergy=22.7. Cell line: SW837. (5) Drug 1: CCC1(O)CC2CN(CCc3c([nH]c4ccccc34)C(C(=O)OC)(c3cc4c(cc3OC)N(C)C3C(O)(C(=O)OC)C(OC(C)=O)C5(CC)C=CCN6CCC43C65)C2)C1. Drug 2: NC(=O)c1cccc2cn(-c3ccc(C4CCCNC4)cc3)nc12. Cell line: SW837. Synergy scores: synergy=-21.7. (6) Drug 1: CN(Cc1cnc2nc(N)nc(N)c2n1)c1ccc(C(=O)NC(CCC(=O)O)C(=O)O)cc1. Drug 2: NC(=O)c1cccc2cn(-c3ccc(C4CCCNC4)cc3)nc12. Cell line: COLO320DM. Synergy scores: synergy=-1.69. (7) Drug 1: C=CCn1c(=O)c2cnc(Nc3ccc(N4CCN(C)CC4)cc3)nc2n1-c1cccc(C(C)(C)O)n1. Drug 2: CS(=O)(=O)CCNCc1ccc(-c2ccc3ncnc(Nc4ccc(OCc5cccc(F)c5)c(Cl)c4)c3c2)o1. Cell line: VCAP. Synergy scores: synergy=10.4. (8) Drug 1: NC1(c2ccc(-c3nc4ccn5c(=O)[nH]nc5c4cc3-c3ccccc3)cc2)CCC1. Drug 2: CNC(=O)c1cc(Oc2ccc(NC(=O)Nc3ccc(Cl)c(C(F)(F)F)c3)cc2)ccn1. Cell line: UWB1289. Synergy scores: synergy=12.6. (9) Drug 1: COc1cc(C2c3cc4c(cc3C(OC3OC5COC(C)OC5C(O)C3O)C3COC(=O)C23)OCO4)cc(OC)c1O. Drug 2: C#Cc1cccc(Nc2ncnc3cc(OCCOC)c(OCCOC)cc23)c1. Cell line: EFM192B. Synergy scores: synergy=0.471. (10) Drug 2: CNC(=O)c1cc(Oc2ccc(NC(=O)Nc3ccc(Cl)c(C(F)(F)F)c3)cc2)ccn1. Cell line: SW837. Synergy scores: synergy=-0.730. Drug 1: CCC1=CC2CN(C1)Cc1c([nH]c3ccccc13)C(C(=O)OC)(c1cc3c(cc1OC)N(C)C1C(O)(C(=O)OC)C(OC(C)=O)C4(CC)C=CCN5CCC31C54)C2.